Dataset: Full USPTO retrosynthesis dataset with 1.9M reactions from patents (1976-2016). Task: Predict the reactants needed to synthesize the given product. (1) The reactants are: [CH3:1][C:2]1([CH3:21])[C:6](=[O:7])[N:5]([C:8]2[CH:15]=[CH:14][C:11]([C:12]#[N:13])=[C:10]([C:16]([F:19])([F:18])[F:17])[CH:9]=2)[C:4](=[O:20])[NH:3]1.BrC1C=CC=CC=1CBr.[Br:31][C:32]1[CH:37]=[C:36]([Cl:38])[CH:35]=[CH:34][C:33]=1[CH2:39]Br. Given the product [Br:31][C:32]1[CH:37]=[C:36]([Cl:38])[CH:35]=[CH:34][C:33]=1[CH2:39][N:3]1[C:2]([CH3:21])([CH3:1])[C:6](=[O:7])[N:5]([C:8]2[CH:15]=[CH:14][C:11]([C:12]#[N:13])=[C:10]([C:16]([F:19])([F:17])[F:18])[CH:9]=2)[C:4]1=[O:20], predict the reactants needed to synthesize it. (2) Given the product [Cl:19][C:20]1[CH:26]=[CH:25][C:23]([NH:24][C:2]2[C:11]3[C:6](=[CH:7][CH:8]=[C:9]([S:12][CH:13]4[CH2:18][CH2:17][O:16][CH2:15][CH2:14]4)[CH:10]=3)[N:5]=[CH:4][CH:3]=2)=[CH:22][C:21]=1[O:27][CH3:28], predict the reactants needed to synthesize it. The reactants are: Cl[C:2]1[C:11]2[C:6](=[CH:7][CH:8]=[C:9]([S:12][CH:13]3[CH2:18][CH2:17][O:16][CH2:15][CH2:14]3)[CH:10]=2)[N:5]=[CH:4][CH:3]=1.[Cl:19][C:20]1[CH:26]=[CH:25][C:23]([NH2:24])=[CH:22][C:21]=1[O:27][CH3:28].C(O)C. (3) Given the product [OH:10][C:4]1[C:5]([O:8][CH3:9])=[CH:6][C:7]([CH3:20])=[CH:2][C:3]=1[C:14]1[CH:15]=[C:16]([CH3:18])[CH:17]=[C:12]([CH3:11])[C:13]=1[OH:19], predict the reactants needed to synthesize it. The reactants are: C[C:2]1[CH:3]=[C:4]([OH:10])[C:5]([O:8][CH3:9])=[CH:6][CH:7]=1.[CH3:11][C:12]1[CH:17]=[C:16]([CH3:18])[CH:15]=[CH:14][C:13]=1[OH:19].[CH3:20]OS([O-])(=O)=O.C[N+](CC)(CC)CC. (4) The reactants are: [CH3:1][C:2]1([NH:21][C:22]2[CH:27]=N[C:25]([C:28]([F:31])([F:30])[F:29])=[CH:24][N:23]=2)[CH2:6][CH2:5][CH2:4][CH:3]1[NH:7][C:8](=[O:20])[C:9]1[CH:14]=[CH:13][CH:12]=[CH:11][C:10]=1[N:15]1[N:19]=[CH:18][CH:17]=[N:16]1.Cl.N[C:34]1(C)CCCC1NC(=O)C1C=CC=CC=1N1N=CC=N1.ClC1C=CC(C(F)(F)F)=CN=1. Given the product [CH3:1][C:2]1([NH:21][C:22]2[CH:27]=[CH:34][C:25]([C:28]([F:29])([F:30])[F:31])=[CH:24][N:23]=2)[CH2:6][CH2:5][CH2:4][CH:3]1[NH:7][C:8](=[O:20])[C:9]1[CH:14]=[CH:13][CH:12]=[CH:11][C:10]=1[N:15]1[N:16]=[CH:17][CH:18]=[N:19]1, predict the reactants needed to synthesize it. (5) Given the product [Cl:46][C:44]1[CH:43]=[CH:42][C:38]([C:39]([NH:47][C@@H:48]([CH:53]2[CH2:58][CH2:57][CH2:56][CH2:55][CH2:54]2)[C:49]([O:51][CH3:52])=[O:50])=[O:41])=[C:37]([NH:36][C:34]([NH:33][C:27]2[C:28]([CH3:32])=[CH:29][CH:30]=[CH:31][C:26]=2[CH3:25])=[O:35])[CH:45]=1, predict the reactants needed to synthesize it. The reactants are: CN(C(ON1N=NC2C=CC=NC1=2)=[N+](C)C)C.F[P-](F)(F)(F)(F)F.[CH3:25][C:26]1[CH:31]=[CH:30][CH:29]=[C:28]([CH3:32])[C:27]=1[NH:33][C:34]([NH:36][C:37]1[CH:45]=[CH:44][CH:43]=[CH:42][C:38]=1[C:39]([OH:41])=O)=[O:35].[ClH:46].[NH2:47][C@@H:48]([CH:53]1[CH2:58][CH2:57][CH2:56][CH2:55][CH2:54]1)[C:49]([O:51][CH3:52])=[O:50].C(N(C(C)C)CC)(C)C. (6) Given the product [NH2:7][C@@H:8]([CH3:39])[CH2:9][O:11][C:12]1[CH:17]=[CH:16][C:15]([NH:18][C:19]2[N:37]=[C:22]3[CH:23]=[CH:24][CH:25]=[C:26]([C:27]4[CH:36]=[CH:35][C:30]5[O:31][CH2:32][CH2:33][O:34][C:29]=5[CH:28]=4)[N:21]3[N:20]=2)=[CH:14][CH:13]=1, predict the reactants needed to synthesize it. The reactants are: C(OC(=O)[NH:7][CH2:8][C@@H:9]([O:11][C:12]1[CH:17]=[CH:16][C:15]([NH:18][C:19]2[N:37]=[C:22]3[CH:23]=[CH:24][CH:25]=[C:26]([C:27]4[CH:36]=[CH:35][C:30]5[O:31][CH2:32][CH2:33][O:34][C:29]=5[CH:28]=4)[N:21]3[N:20]=2)=[CH:14][CH:13]=1)C)(C)(C)C.[CH3:39]C1C=CC(S(O)(=O)=O)=CC=1. (7) Given the product [CH3:46][O:45][C:42]1[CH:43]=[CH:44][C:39]([N:31]2[C:32]3=[N:33][C:34]([CH3:38])=[CH:35][C:36]([N:17]4[CH:21]=[CH:20][C:19]([N:22]5[CH2:26][CH2:25][NH:24][C:23]5=[O:27])=[N:18]4)=[C:37]3[CH2:29][CH2:30]2)=[C:40]([CH3:47])[CH:41]=1, predict the reactants needed to synthesize it. The reactants are: CN[C@@H]1CCCC[C@H]1NC.C(=O)([O-])[O-].[K+].[K+].[NH:17]1[CH:21]=[CH:20][C:19]([N:22]2[CH2:26][CH2:25][NH:24][C:23]2=[O:27])=[N:18]1.Br[CH:29]1[C:37]2[C:32](=[N:33][C:34]([CH3:38])=[CH:35][CH:36]=2)[N:31]([C:39]2[CH:44]=[CH:43][C:42]([O:45][CH3:46])=[CH:41][C:40]=2[CH3:47])[CH2:30]1. (8) The reactants are: [C:1]([NH:13][NH2:14])(=[O:12])[C:2]1[C:3](=[CH:8][CH:9]=[CH:10][CH:11]=1)[C:4](NN)=[O:5].C([O-])([O-])=O.[K+].[K+].Br[CH2:22][C:23]1[N:33]([CH2:34][C:35]([CH3:38])([CH3:37])[CH3:36])[C:26]2[N:27]=[C:28]([C:31]#[N:32])[N:29]=[CH:30][C:25]=2[CH:24]=1. Given the product [CH3:36][C:35]([CH3:38])([CH3:37])[CH2:34][N:33]1[C:26]2[N:27]=[C:28]([C:31]#[N:32])[N:29]=[CH:30][C:25]=2[CH:24]=[C:23]1[CH2:22][N:14]1[NH:13][C:1](=[O:12])[C:2]2[C:3](=[CH:8][CH:9]=[CH:10][CH:11]=2)[C:4]1=[O:5], predict the reactants needed to synthesize it. (9) The reactants are: Br[C:2]1[C:3]([O:18][CH3:19])=[C:4]([CH3:17])[C:5]([CH2:8][O:9][Si:10]([C:13]([CH3:16])([CH3:15])[CH3:14])([CH3:12])[CH3:11])=[N:6][CH:7]=1.C([Li])CCC.C1C=CC(S(N(S(C2C=CC=CC=2)(=O)=O)[F:35])(=O)=O)=CC=1.[Cl-].[NH4+]. Given the product [Si:10]([O:9][CH2:8][C:5]1[C:4]([CH3:17])=[C:3]([O:18][CH3:19])[C:2]([F:35])=[CH:7][N:6]=1)([C:13]([CH3:16])([CH3:15])[CH3:14])([CH3:12])[CH3:11], predict the reactants needed to synthesize it. (10) Given the product [CH2:1]([C:4]1[C:12]([O:13][CH2:14][C:15]2[CH:20]=[CH:19][CH:18]=[CH:17][CH:16]=2)=[CH:11][CH:10]=[C:9]2[C:5]=1[CH:6]=[CH:7][N:8]2[CH3:23])[CH:2]=[CH2:3], predict the reactants needed to synthesize it. The reactants are: [CH2:1]([C:4]1[C:12]([O:13][CH2:14][C:15]2[CH:20]=[CH:19][CH:18]=[CH:17][CH:16]=2)=[CH:11][CH:10]=[C:9]2[C:5]=1[CH:6]=[CH:7][NH:8]2)[CH:2]=[CH2:3].[H-].[Na+].[CH3:23]I.